This data is from Full USPTO retrosynthesis dataset with 1.9M reactions from patents (1976-2016). The task is: Predict the reactants needed to synthesize the given product. (1) Given the product [NH2:1][C:2]1[CH:3]=[C:4]([NH:8][C:18](=[O:23])[C:19]([CH3:22])([CH3:21])[CH3:20])[CH:5]=[CH:6][CH:7]=1, predict the reactants needed to synthesize it. The reactants are: [NH2:1][C:2]1[CH:7]=[CH:6][CH:5]=[C:4]([NH2:8])[CH:3]=1.C(N(C(C)C)CC)(C)C.[C:18](O[C:18](=[O:23])[C:19]([CH3:22])([CH3:21])[CH3:20])(=[O:23])[C:19]([CH3:22])([CH3:21])[CH3:20].C(=O)(O)[O-].[Na+]. (2) Given the product [CH:18]1([CH2:17][O:16][C:9]2[C:10]([O:14][CH3:15])=[CH:11][CH:12]=[C:13]3[C:8]=2[NH:7][C:6](=[O:21])[CH:5]=[C:4]3[NH:3][C:28]2[C:27]([Cl:30])=[CH:26][N:25]=[CH:24][C:23]=2[Cl:22])[CH2:19][CH2:20]1, predict the reactants needed to synthesize it. The reactants are: [H-].[Na+].[NH2:3][C:4]1[C:13]2[C:8](=[C:9]([O:16][CH2:17][CH:18]3[CH2:20][CH2:19]3)[C:10]([O:14][CH3:15])=[CH:11][CH:12]=2)[NH:7][C:6](=[O:21])[CH:5]=1.[Cl:22][C:23]1[CH:24]=[N:25][CH:26]=[C:27]([Cl:30])[C:28]=1Cl. (3) Given the product [N:43]1([CH2:47][C@@H:48]([N:49]([CH3:50])[C:6](=[O:8])[C:5]2[CH:9]=[CH:10][C:2]([F:1])=[C:3]([CH3:11])[CH:4]=2)[CH:51]2[CH2:53][CH2:52]2)[CH2:46][CH2:45][CH2:44]1, predict the reactants needed to synthesize it. The reactants are: [F:1][C:2]1[CH:10]=[CH:9][C:5]([C:6]([OH:8])=O)=[CH:4][C:3]=1[CH3:11].CCN(C(C)C)C(C)C.CN(C(ON1N=NC2C=CC=CC1=2)=[N+](C)C)C.[B-](F)(F)(F)F.[N:43]1([CH2:47][C@H:48]([CH:51]2[CH2:53][CH2:52]2)[NH:49][CH3:50])[CH2:46][CH2:45][CH2:44]1. (4) Given the product [C:12]([C:11]1[CH:14]=[CH:15][C:8]([N:7]2[C:3]([CH2:2][N:39]3[CH2:40][CH2:41][C:36]4([CH2:32][N:33]([C:42]([O:44][C:45]([CH3:46])([CH3:47])[CH3:48])=[O:43])[CH2:34][CH2:35]4)[CH2:37][CH2:38]3)=[N:4][N:5]=[N:6]2)=[CH:9][C:10]=1[C:16]([F:19])([F:18])[F:17])#[N:13], predict the reactants needed to synthesize it. The reactants are: Cl[CH2:2][C:3]1[N:7]([C:8]2[CH:15]=[CH:14][C:11]([C:12]#[N:13])=[C:10]([C:16]([F:19])([F:18])[F:17])[CH:9]=2)[N:6]=[N:5][N:4]=1.Cl.C[C@@H]1CNCCN1S(C)(=O)=O.[CH2:32]1[C:36]2([CH2:41][CH2:40][NH:39][CH2:38][CH2:37]2)[CH2:35][CH2:34][N:33]1[C:42]([O:44][C:45]([CH3:48])([CH3:47])[CH3:46])=[O:43].C(N(CC)CC)C. (5) Given the product [F:1][C:2]1[CH:23]=[CH:22][C:5]([CH2:6][N:7]2[C:11]3=[CH:12][N:13]=[C:14]([C:18]([N:36]([OH:54])[CH3:37])=[O:19])[C:15]([O:16][CH3:17])=[C:10]3[CH:9]=[CH:8]2)=[CH:4][CH:3]=1, predict the reactants needed to synthesize it. The reactants are: [F:1][C:2]1[CH:23]=[CH:22][C:5]([CH2:6][N:7]2[C:11]3=[CH:12][N:13]=[C:14]([C:18](OC)=[O:19])[C:15]([O:16][CH3:17])=[C:10]3[CH:9]=[CH:8]2)=[CH:4][CH:3]=1.FC1C=CC(CN2C3=C[N:36]=[C:37](C(OC)=O)C(O)=C3C=C2)=CC=1.[H-].[Na+].IC.CN(C=[O:54])C. (6) Given the product [Br:11][C:8]1[CH:9]=[CH:10][C:2]([O:29][C:21]2[CH:22]=[CH:23][C:24]([O:27][CH3:28])=[C:25]([F:26])[C:20]=2[F:19])=[C:3]([CH:7]=1)[C:4]([OH:6])=[O:5], predict the reactants needed to synthesize it. The reactants are: Br[C:2]1[CH:10]=[CH:9][C:8]([Br:11])=[CH:7][C:3]=1[C:4]([OH:6])=[O:5].C1(C)C=CC=CC=1.[F:19][C:20]1[C:25]([F:26])=[C:24]([O:27][CH3:28])[CH:23]=[CH:22][C:21]=1[OH:29].C(=O)([O-])[O-].[Cs+].[Cs+].